This data is from TCR-epitope binding with 47,182 pairs between 192 epitopes and 23,139 TCRs. The task is: Binary Classification. Given a T-cell receptor sequence (or CDR3 region) and an epitope sequence, predict whether binding occurs between them. The TCR CDR3 sequence is CASSWAKDQPQHF. The epitope is IPIQASLPF. Result: 1 (the TCR binds to the epitope).